The task is: Regression. Given two drug SMILES strings and cell line genomic features, predict the synergy score measuring deviation from expected non-interaction effect.. This data is from NCI-60 drug combinations with 297,098 pairs across 59 cell lines. Drug 1: CC1CCCC2(C(O2)CC(NC(=O)CC(C(C(=O)C(C1O)C)(C)C)O)C(=CC3=CSC(=N3)C)C)C. Drug 2: CC12CCC3C(C1CCC2OP(=O)(O)O)CCC4=C3C=CC(=C4)OC(=O)N(CCCl)CCCl.[Na+]. Cell line: MDA-MB-231. Synergy scores: CSS=37.2, Synergy_ZIP=-6.85, Synergy_Bliss=-11.4, Synergy_Loewe=-19.1, Synergy_HSA=-5.87.